This data is from Forward reaction prediction with 1.9M reactions from USPTO patents (1976-2016). The task is: Predict the product of the given reaction. (1) Given the reactants [F:1][C:2]1[CH:3]=[C:4]([CH2:9][C:10]([NH:12][C@H:13]([C:15]([OH:17])=O)[CH3:14])=[O:11])[CH:5]=[C:6]([F:8])[CH:7]=1.[NH2:18][N:19]1[C:25](=[O:26])[CH:24]([CH2:27][CH:28]2[CH2:30][CH2:29]2)[C:23]2[CH:31]=[CH:32][CH:33]=[CH:34][C:22]=2[C:21]2[CH:35]=[CH:36][CH:37]=[CH:38][C:20]1=2, predict the reaction product. The product is: [F:8][C:6]1[CH:5]=[C:4]([CH2:9][C:10]([NH:12][C@H:13]([C:15]([NH:18][N:19]2[C:25](=[O:26])[CH:24]([CH2:27][CH:28]3[CH2:30][CH2:29]3)[C:23]3[CH:31]=[CH:32][CH:33]=[CH:34][C:22]=3[C:21]3[CH:35]=[CH:36][CH:37]=[CH:38][C:20]2=3)=[O:17])[CH3:14])=[O:11])[CH:3]=[C:2]([F:1])[CH:7]=1. (2) Given the reactants [Cl:1][C:2]1[CH:3]=[C:4]([NH:9][C:10](=[NH:33])[NH:11][C:12]2[N:17]=[C:16]([NH:18][CH:19]3[CH2:24][CH2:23][CH2:22][N:21](C(OC(C)(C)C)=O)[CH2:20]3)[CH:15]=[C:14]([CH3:32])[N:13]=2)[CH:5]=[CH:6][C:7]=1[Cl:8].[F:34][C:35]([F:40])([F:39])[C:36]([OH:38])=[O:37], predict the reaction product. The product is: [Cl:1][C:2]1[CH:3]=[C:4]([NH:9][C:10](=[NH:33])[NH:11][C:12]2[N:17]=[C:16]([NH:18][CH:19]3[CH2:24][CH2:23][CH2:22][NH:21][CH2:20]3)[CH:15]=[C:14]([CH3:32])[N:13]=2)[CH:5]=[CH:6][C:7]=1[Cl:8].[F:34][C:35]([F:40])([F:39])[C:36]([O-:38])=[O:37]. (3) Given the reactants P(Cl)(Cl)(Cl)=O.[Si]([O:13][C@@H:14]([CH3:39])[C@@H:15]([NH:28][C:29]1[CH:34]=[CH:33][C:32]([C:35]#[N:36])=[C:31]([Cl:37])[C:30]=1[CH3:38])[C:16]([NH:18][CH2:19][C:20](=[O:27])[C:21]1[CH:26]=[CH:25][CH:24]=[CH:23][CH:22]=1)=O)(C(C)(C)C)(C)C, predict the reaction product. The product is: [Cl:37][C:31]1[C:30]([CH3:38])=[C:29]([NH:28][C@@H:15]([C:16]2[O:27][C:20]([C:21]3[CH:26]=[CH:25][CH:24]=[CH:23][CH:22]=3)=[CH:19][N:18]=2)[C@@H:14]([OH:13])[CH3:39])[CH:34]=[CH:33][C:32]=1[C:35]#[N:36]. (4) Given the reactants [F:1][C:2]([F:42])([F:41])[C:3]1[CH:8]=[CH:7][C:6]([N:9]2[CH2:14][CH2:13][CH:12]([O:15][C:16]3[CH:40]=[CH:39][C:19]4[N:20]=[C:21]([C:23]([NH:25][CH:26]5[CH2:31][CH2:30][N:29](C(OC(C)(C)C)=O)[CH2:28][CH2:27]5)=[O:24])[S:22][C:18]=4[CH:17]=3)[CH2:11][CH2:10]2)=[CH:5][CH:4]=1.Cl, predict the reaction product. The product is: [NH:29]1[CH2:30][CH2:31][CH:26]([NH:25][C:23]([C:21]2[S:22][C:18]3[CH:17]=[C:16]([O:15][CH:12]4[CH2:11][CH2:10][N:9]([C:6]5[CH:5]=[CH:4][C:3]([C:2]([F:42])([F:1])[F:41])=[CH:8][CH:7]=5)[CH2:14][CH2:13]4)[CH:40]=[CH:39][C:19]=3[N:20]=2)=[O:24])[CH2:27][CH2:28]1. (5) Given the reactants CS(C)=O.[CH3:5][O:6][C:7]([N:9]1[CH2:14][CH2:13][CH:12]([O:15][C:16](=[O:44])[NH:17][C:18]2([C:24]([NH:26][C@@H:27]([CH:41]([CH3:43])[CH3:42])[C@H:28]([OH:40])[C:29]([NH:31][C@H:32]3[CH2:38][CH2:37][CH2:36][CH2:35][NH:34][C:33]3=[O:39])=[O:30])=[O:25])[CH2:23][CH2:22][CH2:21][CH2:20][CH2:19]2)[CH2:11][CH2:10]1)=[O:8].I(C1C=CC=CC=1C(O)=O)(=O)=O.S([O-])([O-])(=O)=S.[Na+].[Na+], predict the reaction product. The product is: [CH3:5][O:6][C:7]([N:9]1[CH2:14][CH2:13][CH:12]([O:15][C:16](=[O:44])[NH:17][C:18]2([C:24]([NH:26][C@@H:27]([CH:41]([CH3:42])[CH3:43])[C:28](=[O:40])[C:29]([NH:31][C@H:32]3[CH2:38][CH2:37][CH2:36][CH2:35][NH:34][C:33]3=[O:39])=[O:30])=[O:25])[CH2:19][CH2:20][CH2:21][CH2:22][CH2:23]2)[CH2:11][CH2:10]1)=[O:8].